From a dataset of Forward reaction prediction with 1.9M reactions from USPTO patents (1976-2016). Predict the product of the given reaction. (1) Given the reactants Br[CH2:2][C:3]([C:5]1[CH:10]=[CH:9][C:8]([F:11])=[CH:7][CH:6]=1)=O.C(N(C(C)C)C(C)C)C.[CH2:21]([O:23][C:24]([C:26]1[C:27]([OH:33])=[N:28][C:29]([NH2:32])=[N:30][CH:31]=1)=[O:25])[CH3:22], predict the reaction product. The product is: [CH2:21]([O:23][C:24]([C:26]1[C:27]([OH:33])=[N:28][C:29]2[N:30]([CH:2]=[C:3]([C:5]3[CH:10]=[CH:9][C:8]([F:11])=[CH:7][CH:6]=3)[N:32]=2)[CH:31]=1)=[O:25])[CH3:22]. (2) Given the reactants C1C2C(=CC=CC=2)[C@H](N)[C@@H]1O.[Br:12][C:13]1[CH:22]=[C:21]2[C:16]([CH:17]=[CH:18][C:19](/[C:23](=[N:25]/[S@@:26]([C:28]([CH3:31])([CH3:30])[CH3:29])=[O:27])/[CH3:24])=[N:20]2)=[CH:15][CH:14]=1.CC(C)([O-])C.[K+], predict the reaction product. The product is: [Br:12][C:13]1[CH:22]=[C:21]2[C:16]([CH:17]=[CH:18][C:19]([C@H:23]([NH:25][S@@:26]([C:28]([CH3:29])([CH3:31])[CH3:30])=[O:27])[CH3:24])=[N:20]2)=[CH:15][CH:14]=1. (3) Given the reactants C(Br)[C:2]1[CH:7]=[CH:6][CH:5]=[CH:4][CH:3]=1.[C:9](=[O:12])([O-])[O-].[K+].[K+].[C:15]([O:18][CH2:19][CH3:20])(=O)[CH3:16].O, predict the reaction product. The product is: [CH2:19]([O:18][C:15]1[CH:16]=[C:6]2[C:5](=[CH:4][CH:3]=1)[C:9](=[O:12])[CH2:2][CH2:7]2)[C:20]1[CH:6]=[CH:7][CH:2]=[CH:3][CH:4]=1.